Dataset: Catalyst prediction with 721,799 reactions and 888 catalyst types from USPTO. Task: Predict which catalyst facilitates the given reaction. (1) Reactant: [CH2:1]([O:3][Si:4]([C:11]12[CH2:17][CH:14]([CH2:15][CH2:16]1)[CH:13]=[CH:12]2)([O:8][CH2:9][CH3:10])[O:5][CH2:6][CH3:7])[CH3:2].C([SiH](CC)CC)C.C(O)C.[C:28]1(C)[CH:33]=CC=[CH:30][CH:29]=1. Product: [CH2:33]([C:11]12[CH2:17][CH:14]([CH2:15][CH2:16]1)[CH:13]=[CH:12]2)[CH2:28][CH2:29][CH3:30].[CH2:6]([O:5][Si:4]([C:11]12[CH2:17][CH:14]([CH2:15][CH2:16]1)[CH:13]=[CH:12]2)([O:8][CH2:9][CH3:10])[O:3][CH2:1][CH3:2])[CH3:7]. The catalyst class is: 410. (2) Reactant: Cl.[NH2:2][C@@H:3]([CH2:9][C:10]1[CH:15]=[CH:14][CH:13]=[CH:12][CH:11]=1)[C:4]([N:6]([CH3:8])[CH3:7])=[O:5].CC[N:18]([CH:22]([CH3:24])[CH3:23])[CH:19]([CH3:21])[CH3:20].C1C=C[C:28]2[N:33](O)N=[N:31][C:29]=2[CH:30]=1.[OH2:35].CCN=C=NCCCN(C)C. Product: [CH3:4][CH2:3][CH2:9][CH:10]([CH3:15])[CH3:11].[CH3:7][N:6]([CH3:8])[C:4]([C@@H:3]([NH:2][C:21]([C:19]1[NH:18][C:22]2=[CH:23][N:31]=[C:29]([C:28]#[N:33])[CH:30]=[C:24]2[CH:20]=1)=[O:35])[CH2:9][C:10]1[CH:11]=[CH:12][CH:13]=[CH:14][CH:15]=1)=[O:5]. The catalyst class is: 3. (3) Reactant: C(NC(C)C)(C)C.[Li].[Cl:9][C:10]1[CH:15]=[CH:14][CH:13]=[CH:12][C:11]=1[NH2:16].[Br:17][C:18]1[C:19]([F:29])=[C:20]([F:28])[C:21](F)=[C:22]([CH:26]=1)[C:23]([OH:25])=[O:24]. Product: [Br:17][C:18]1[C:19]([F:29])=[C:20]([F:28])[C:21]([NH:16][C:11]2[CH:12]=[CH:13][CH:14]=[CH:15][C:10]=2[Cl:9])=[C:22]([CH:26]=1)[C:23]([OH:25])=[O:24]. The catalyst class is: 1. (4) Reactant: N([O-])=O.[Na+].[Br-:5].[K+].Br.N[CH:9]([CH2:13][CH2:14][CH2:15][C:16]1[CH:21]=[CH:20][C:19]([O:22][CH3:23])=[CH:18][CH:17]=1)[C:10]([OH:12])=[O:11]. Product: [Br:5][CH:9]([CH2:13][CH2:14][CH2:15][C:16]1[CH:21]=[CH:20][C:19]([O:22][CH3:23])=[CH:18][CH:17]=1)[C:10]([OH:12])=[O:11]. The catalyst class is: 6. (5) Reactant: [C:1]1([N:7]2[C:15]3[C:10](=[CH:11][CH:12]=[CH:13][CH:14]=3)[C:9]([C:16]([O:18]C)=[O:17])=[CH:8]2)[CH:6]=[CH:5][CH:4]=[CH:3][CH:2]=1.[OH-].[K+]. Product: [C:1]1([N:7]2[C:15]3[C:10](=[CH:11][CH:12]=[CH:13][CH:14]=3)[C:9]([C:16]([OH:18])=[O:17])=[CH:8]2)[CH:2]=[CH:3][CH:4]=[CH:5][CH:6]=1. The catalyst class is: 5. (6) Reactant: [F:1][C:2]1[C:14]([NH:15][CH2:16][C:17]2[CH:22]=[C:21]([O:23]C)[CH:20]=[C:19]([C:25]3[CH:30]=[CH:29][CH:28]=[C:27]([F:31])[CH:26]=3)[CH:18]=2)=[C:13]([F:32])[CH:12]=[CH:11][C:3]=1[O:4][CH2:5][C:6]([O:8][CH2:9][CH3:10])=[O:7].[Al+3].[Cl-].[Cl-].[Cl-].C(S)C.O. Product: [F:1][C:2]1[C:14]([NH:15][CH2:16][C:17]2[CH:22]=[C:21]([OH:23])[CH:20]=[C:19]([C:25]3[CH:30]=[CH:29][CH:28]=[C:27]([F:31])[CH:26]=3)[CH:18]=2)=[C:13]([F:32])[CH:12]=[CH:11][C:3]=1[O:4][CH2:5][C:6]([O:8][CH2:9][CH3:10])=[O:7]. The catalyst class is: 2. (7) Reactant: [CH:1]([C:3]1[CH:8]=[CH:7][CH:6]=[CH:5][C:4]=1[C:9]1[N:13]([S:14]([C:17]2[CH:18]=[N:19][CH:20]=[CH:21][CH:22]=2)(=[O:16])=[O:15])[CH:12]=[C:11]([CH2:23][N:24]([CH3:32])[C:25](=[O:31])[O:26][C:27]([CH3:30])([CH3:29])[CH3:28])[CH:10]=1)=[O:2].[BH4-].[Na+].CO.O. Product: [C:27]([O:26][C:25](=[O:31])[N:24]([CH2:23][C:11]1[CH:10]=[C:9]([C:4]2[CH:5]=[CH:6][CH:7]=[CH:8][C:3]=2[CH2:1][OH:2])[N:13]([S:14]([C:17]2[CH:18]=[N:19][CH:20]=[CH:21][CH:22]=2)(=[O:16])=[O:15])[CH:12]=1)[CH3:32])([CH3:30])([CH3:28])[CH3:29]. The catalyst class is: 7. (8) Reactant: [C:1]([N:4]1[CH2:9][CH2:8][N:7]([C:10]2[N:11]([CH2:32][C:33]([F:36])([F:35])[F:34])[C:12]3[C:17]([N:18]=2)=[C:16]([N:19]2[CH2:24][CH2:23][O:22][CH2:21][CH2:20]2)[N:15]=[C:14]([C:25]2[CH:26]=[N:27][C:28]([NH2:31])=[N:29][CH:30]=2)[N:13]=3)[CH2:6][C@H:5]1[CH3:37])(=[O:3])[CH3:2].O.[C:39]1([CH3:49])[CH:44]=[CH:43][C:42]([S:45]([OH:48])(=[O:47])=[O:46])=[CH:41][CH:40]=1. Product: [C:39]1([CH3:49])[CH:40]=[CH:41][C:42]([S:45]([OH:48])(=[O:46])=[O:47])=[CH:43][CH:44]=1.[C:1]([N:4]1[CH2:9][CH2:8][N:7]([C:10]2[N:11]([CH2:32][C:33]([F:36])([F:35])[F:34])[C:12]3[C:17]([N:18]=2)=[C:16]([N:19]2[CH2:20][CH2:21][O:22][CH2:23][CH2:24]2)[N:15]=[C:14]([C:25]2[CH:26]=[N:27][C:28]([NH2:31])=[N:29][CH:30]=2)[N:13]=3)[CH2:6][C@H:5]1[CH3:37])(=[O:3])[CH3:2]. The catalyst class is: 8. (9) Reactant: [Cl:1][C:2]1[N:7]=[C:6]([N:8]([CH:20]2[CH2:25][CH2:24][CH2:23][CH2:22][CH2:21]2)[CH2:9][C:10]([F:19])([F:18])[C:11](=[O:17])C(OCC)=O)[C:5]([N+:26]([O-])=O)=[CH:4][N:3]=1.Cl. Product: [Cl:1][C:2]1[N:3]=[CH:4][C:5]2[NH:26][C:11](=[O:17])[C:10]([F:19])([F:18])[CH2:9][N:8]([CH:20]3[CH2:25][CH2:24][CH2:23][CH2:22][CH2:21]3)[C:6]=2[N:7]=1. The catalyst class is: 180. (10) Reactant: [I:1][C:2]1[CH:10]=[CH:9][C:5]([C:6](Cl)=[O:7])=[CH:4][CH:3]=1.[NH2:11][C:12]1[O:13][C:14]([C:17]2[O:18][CH:19]=[CH:20][CH:21]=2)=[N:15][N:16]=1. Product: [O:18]1[CH:19]=[CH:20][CH:21]=[C:17]1[C:14]1[O:13][C:12]([NH:11][C:6]([C:5]2[CH:9]=[CH:10][C:2]([I:1])=[CH:3][CH:4]=2)=[O:7])=[N:16][N:15]=1. The catalyst class is: 17.